The task is: Predict the reaction yield, written as a fraction of the theoretical maximum amount of product (1.0 means a 100% yield; for example, 0.34 means a 34% yield).. This data is from Reaction yield outcomes from USPTO patents with 853,638 reactions. (1) The reactants are FC(F)(F)C(O)=O.[CH3:8][O:9][C:10]([C@H:12]1[CH2:17][CH2:16][C@H:15]([NH:18]C(OC(C)(C)C)=O)[CH2:14][CH2:13]1)=[O:11]. The catalyst is ClCCl. The product is [CH3:8][O:9][C:10]([C@H:12]1[CH2:17][CH2:16][C@H:15]([NH2:18])[CH2:14][CH2:13]1)=[O:11]. The yield is 0.790. (2) The reactants are O1CCCCC1[N:7]1[C:15]2[C:10](=[CH:11][C:12]([C:16]3[N:20]=[CH:19][N:18](C(C4C=CC=CC=4)(C4C=CC=CC=4)C4C=CC=CC=4)[N:17]=3)=[CH:13][CH:14]=2)[C:9]([C:40]2[CH:41]=[C:42]([NH:46][C:47](=[O:51])[CH2:48][CH2:49][CH3:50])[CH:43]=[CH:44][CH:45]=2)=[N:8]1.[NH:18]1[CH:19]=[N:20][C:16]([C:12]2[CH:11]=[C:10]3[C:15](=[CH:14][CH:13]=2)[NH:7][N:8]=[C:9]3[C:40]2[CH:41]=[C:42]([NH:46][C:47](=[O:51])[CH2:48][CH2:49][CH3:50])[CH:43]=[CH:44][CH:45]=2)=[N:17]1. The catalyst is Cl.O1CCOCC1. The product is [NH:18]1[CH:19]=[N:20][C:16]([C:12]2[CH:11]=[C:10]3[C:15](=[CH:14][CH:13]=2)[NH:7][N:8]=[C:9]3[C:40]2[CH:41]=[C:42]([NH:46][C:47](=[O:51])[CH2:48][CH2:49][CH3:50])[CH:43]=[CH:44][CH:45]=2)=[N:17]1. The yield is 0.270. (3) The catalyst is C(#N)C. The product is [CH2:29]([N:15]1[C:14](=[O:20])[N:13]([C:11]2[CH:10]=[N:9][N:8]([CH2:7][C:6]3[C:2]([CH3:1])=[N:3][O:4][C:5]=3[CH3:21])[CH:12]=2)[C:17](=[O:18])[N:16]1[CH3:19])[C:30]1[CH:35]=[CH:34][CH:33]=[CH:32][CH:31]=1. The yield is 0.200. The reactants are [CH3:1][C:2]1[C:6]([CH2:7][N:8]2[CH:12]=[C:11]([N:13]3[C:17](=[O:18])[N:16]([CH3:19])[NH:15][C:14]3=[O:20])[CH:10]=[N:9]2)=[C:5]([CH3:21])[O:4][N:3]=1.C(N(CC)CC)C.[CH2:29](Br)[C:30]1[CH:35]=[CH:34][CH:33]=[CH:32][CH:31]=1. (4) The reactants are [CH3:1][O:2][C:3](=[O:24])[CH:4]([C:10]1[CH:15]=[C:14]([O:16][CH2:17][C:18]([F:21])([F:20])[F:19])[C:13]([NH2:22])=[C:12](Br)[CH:11]=1)[CH2:5][CH:6]1[CH2:9][CH2:8][CH2:7]1.[F:25][C:26]([F:37])([F:36])[C:27]1[CH:32]=[CH:31][C:30](B(O)O)=[CH:29][CH:28]=1.[F-].[Cs+].O. The catalyst is COCCOC.C1C=CC([P]([Pd]([P](C2C=CC=CC=2)(C2C=CC=CC=2)C2C=CC=CC=2)([P](C2C=CC=CC=2)(C2C=CC=CC=2)C2C=CC=CC=2)[P](C2C=CC=CC=2)(C2C=CC=CC=2)C2C=CC=CC=2)(C2C=CC=CC=2)C2C=CC=CC=2)=CC=1.CCOC(C)=O. The product is [CH3:1][O:2][C:3](=[O:24])[CH:4]([C:10]1[CH:11]=[C:12]([C:30]2[CH:31]=[CH:32][C:27]([C:26]([F:37])([F:36])[F:25])=[CH:28][CH:29]=2)[C:13]([NH2:22])=[C:14]([O:16][CH2:17][C:18]([F:21])([F:20])[F:19])[CH:15]=1)[CH2:5][CH:6]1[CH2:9][CH2:8][CH2:7]1. The yield is 0.940. (5) The reactants are F[C:2]1[N:7]=[C:6]([S:8]([NH:11][C:12]([C@@H:14]2[CH2:18][C@H:17]([C:19]3[CH:24]=[CH:23][CH:22]=[CH:21][CH:20]=3)[CH2:16][N:15]2[CH2:25][C:26]2[C:31]([CH3:32])=[CH:30][C:29]([CH3:33])=[CH:28][C:27]=2[CH3:34])=[O:13])(=[O:10])=[O:9])[CH:5]=[CH:4][CH:3]=1.[NH4+:35].[OH-]. No catalyst specified. The product is [NH2:35][C:2]1[N:7]=[C:6]([S:8]([NH:11][C:12]([C@@H:14]2[CH2:18][C@H:17]([C:19]3[CH:24]=[CH:23][CH:22]=[CH:21][CH:20]=3)[CH2:16][N:15]2[CH2:25][C:26]2[C:31]([CH3:32])=[CH:30][C:29]([CH3:33])=[CH:28][C:27]=2[CH3:34])=[O:13])(=[O:10])=[O:9])[CH:5]=[CH:4][CH:3]=1. The yield is 0.0700. (6) The reactants are [N:1]1[CH:6]=[CH:5][CH:4]=[C:3]([CH2:7][N:8]2[CH:12]=[C:11]([C:13]3[C:21]4[C:16](=[N:17][CH:18]=[C:19]([C:22]5[CH:27]=[CH:26][C:25]([CH:28]6[CH2:33][CH2:32][N:31](C(OC(C)(C)C)=O)[CH2:30][CH2:29]6)=[CH:24][CH:23]=5)[CH:20]=4)[NH:15][CH:14]=3)[CH:10]=[N:9]2)[CH:2]=1. The catalyst is C(O)(C(F)(F)F)=O.CO. The product is [NH:31]1[CH2:32][CH2:33][CH:28]([C:25]2[CH:26]=[CH:27][C:22]([C:19]3[CH:20]=[C:21]4[C:13]([C:11]5[CH:10]=[N:9][N:8]([CH2:7][C:3]6[CH:2]=[N:1][CH:6]=[CH:5][CH:4]=6)[CH:12]=5)=[CH:14][NH:15][C:16]4=[N:17][CH:18]=3)=[CH:23][CH:24]=2)[CH2:29][CH2:30]1. The yield is 0.120. (7) The reactants are [Cl:1][C:2]1[CH:3]=[C:4]([CH:9]2[CH2:18][C:17]3[CH:16]=[N:15][C:14]4[N:19](CC5C=CC(OC)=CC=5)[N:20]=[CH:21][C:13]=4[C:12]=3[C:11]3[CH:31]=[CH:32][CH:33]=[CH:34][C:10]2=3)[CH:5]=[CH:6][C:7]=1[Cl:8].ClC1C=C(C2C3C(=CC=CC=3)C(=O)/C(=C/N(C)C)/C2)C=CC=1Cl.Cl.COC1C=CC(CN2C(N)=CC=N2)=CC=1.CCN(C(C)C)C(C)C. The catalyst is C(O)(=O)C. The product is [Cl:1][C:2]1[CH:3]=[C:4]([CH:9]2[CH2:18][C:17]3[CH:16]=[N:15][C:14]4[NH:19][N:20]=[CH:21][C:13]=4[C:12]=3[C:11]3[CH:31]=[CH:32][CH:33]=[CH:34][C:10]2=3)[CH:5]=[CH:6][C:7]=1[Cl:8]. The yield is 0.530.